Predict which catalyst facilitates the given reaction. From a dataset of Catalyst prediction with 721,799 reactions and 888 catalyst types from USPTO. (1) Reactant: C(O[C:6]([N:8](C)[C:9]1[N:14]=[C:13]([CH2:15][CH2:16][O:17][C:18]2[CH:40]=[CH:39][C:21]([CH2:22][C@@H:23]([C:35]([O:37][CH3:38])=[O:36])[NH:24][C:25](=[O:34])[C:26]3[C:31]([Cl:32])=[CH:30][CH:29]=[CH:28][C:27]=3[Cl:33])=[CH:20][CH:19]=2)[CH:12]=[CH:11][CH:10]=1)=O)(C)(C)C. Product: [Cl:33][C:27]1[CH:28]=[CH:29][CH:30]=[C:31]([Cl:32])[C:26]=1[C:25]([NH:24][C@H:23]([C:35]([O:37][CH3:38])=[O:36])[CH2:22][C:21]1[CH:39]=[CH:40][C:18]([O:17][CH2:16][CH2:15][C:13]2[CH:12]=[CH:11][CH:10]=[C:9]([NH:8][CH3:6])[N:14]=2)=[CH:19][CH:20]=1)=[O:34]. The catalyst class is: 67. (2) Reactant: [OH-].[Na+].[CH3:3][N:4]1[C:12]2[C:7](=[CH:8][C:9]([C:13]([O:15]C)=[O:14])=[CH:10][CH:11]=2)[CH:6]=[N:5]1. Product: [CH3:3][N:4]1[C:12]2[C:7](=[CH:8][C:9]([C:13]([OH:15])=[O:14])=[CH:10][CH:11]=2)[CH:6]=[N:5]1. The catalyst class is: 72.